This data is from Forward reaction prediction with 1.9M reactions from USPTO patents (1976-2016). The task is: Predict the product of the given reaction. (1) Given the reactants [Cl:1][C:2]1[CH:3]=[C:4]2[C:9](=[C:10]([Cl:12])[CH:11]=1)[CH2:8][N:7]([CH3:13])[CH2:6][C@H:5]2[C:14]1[CH:19]=[CH:18][CH:17]=[CH:16][C:15]=1[NH:20][C:21]([NH:23][CH2:24][CH:25](OCC)OCC)=[O:22].O.C(=O)([O-])O.[Na+], predict the reaction product. The product is: [ClH:1].[Cl:1][C:2]1[CH:3]=[C:4]2[C:9](=[C:10]([Cl:12])[CH:11]=1)[CH2:8][N:7]([CH3:13])[CH2:6][C@H:5]2[C:14]1[CH:19]=[CH:18][CH:17]=[CH:16][C:15]=1[N:20]1[CH:25]=[CH:24][NH:23][C:21]1=[O:22]. (2) Given the reactants [CH3:1][O:2][C:3]1[CH:4]=[C:5]([NH2:15])[CH:6]=[CH:7][C:8]=1[N:9]1[CH:13]=[C:12]([CH3:14])[N:11]=[CH:10]1.Cl[C:17]1[N:22]=[C:21]([C:23]([F:26])([F:25])[F:24])[C:20]([C:27]([O:29][CH3:30])=[O:28])=[CH:19][N:18]=1, predict the reaction product. The product is: [CH3:30][O:29][C:27]([C:20]1[C:21]([C:23]([F:26])([F:24])[F:25])=[N:22][C:17]([NH:15][C:5]2[CH:6]=[CH:7][C:8]([N:9]3[CH:13]=[C:12]([CH3:14])[N:11]=[CH:10]3)=[C:3]([O:2][CH3:1])[CH:4]=2)=[N:18][CH:19]=1)=[O:28]. (3) Given the reactants Br[C:2]1[C:7]([F:8])=[C:6]([Cl:9])[CH:5]=[CH:4][C:3]=1[C:10](=[O:12])[CH3:11].[C:13]([O:17][C:18]([CH3:21])([CH3:20])[CH3:19])(=[O:16])[CH:14]=[CH2:15], predict the reaction product. The product is: [C:10]([C:3]1[C:2](/[CH:15]=[CH:14]/[C:13]([O:17][C:18]([CH3:21])([CH3:20])[CH3:19])=[O:16])=[C:7]([F:8])[C:6]([Cl:9])=[CH:5][CH:4]=1)(=[O:12])[CH3:11]. (4) The product is: [Br:4][C:5]1[C:14]([O:2][CH3:1])=[CH:13][C:8]([C:9]([O:11][CH3:12])=[O:10])=[C:7]([N+:16]([O-:18])=[O:17])[CH:6]=1. Given the reactants [CH3:1][O-:2].[Na+].[Br:4][C:5]1[C:14](F)=[CH:13][C:8]([C:9]([O:11][CH3:12])=[O:10])=[C:7]([N+:16]([O-:18])=[O:17])[CH:6]=1, predict the reaction product.